Dataset: Catalyst prediction with 721,799 reactions and 888 catalyst types from USPTO. Task: Predict which catalyst facilitates the given reaction. (1) Reactant: [N+](CCCC)(CCCC)(CCCC)CCCC.[F-].[F:19][C:20]([F:51])([F:50])[C:21]1[CH:22]=[C:23]([NH:27][C:28]([C:30]2[C:34]3[CH:35]=[CH:36][C:37]([O:39][Si](C(C)C)(C(C)C)C(C)C)=[CH:38][C:33]=3[O:32][N:31]=2)=[O:29])[CH:24]=[CH:25][CH:26]=1. Product: [F:51][C:20]([F:19])([F:50])[C:21]1[CH:22]=[C:23]([NH:27][C:28]([C:30]2[C:34]3[CH:35]=[CH:36][C:37]([OH:39])=[CH:38][C:33]=3[O:32][N:31]=2)=[O:29])[CH:24]=[CH:25][CH:26]=1. The catalyst class is: 1. (2) Product: [Cl:1][C:2]1[N:7]=[C:6]([C:8]([NH:10][C:11]2[CH:15]=[CH:14][N:13]([CH3:16])[N:12]=2)=[O:9])[C:5]([S:27][CH2:26][C:23]2[CH:24]=[CH:25][C:20]([O:19][CH3:18])=[CH:21][CH:22]=2)=[CH:4][CH:3]=1. Reactant: [Cl:1][C:2]1[N:7]=[C:6]([C:8]([NH:10][C:11]2[CH:15]=[CH:14][N:13]([CH3:16])[N:12]=2)=[O:9])[C:5](F)=[CH:4][CH:3]=1.[CH3:18][O:19][C:20]1[CH:25]=[CH:24][C:23]([CH2:26][SH:27])=[CH:22][CH:21]=1.C(O[K])(C)(C)C.[Cl-].[NH4+]. The catalyst class is: 9.